From a dataset of Full USPTO retrosynthesis dataset with 1.9M reactions from patents (1976-2016). Predict the reactants needed to synthesize the given product. Given the product [Br:16][C:17]1[CH:18]=[C:19]([C@:24]([NH:26][S:27]([C:29]([CH3:30])([CH3:32])[CH3:31])=[O:28])([CH3:25])[CH2:1][S:2]([C:5]2([C:9]#[N:10])[CH2:8][CH2:7][CH2:6]2)(=[O:4])=[O:3])[C:20]([F:23])=[N:21][CH:22]=1, predict the reactants needed to synthesize it. The reactants are: [CH3:1][S:2]([C:5]1([C:9]#[N:10])[CH2:8][CH2:7][CH2:6]1)(=[O:4])=[O:3].C([Li])CCC.[Br:16][C:17]1[CH:18]=[C:19](/[C:24](=[N:26]/[S@@:27]([C:29]([CH3:32])([CH3:31])[CH3:30])=[O:28])/[CH3:25])[C:20]([F:23])=[N:21][CH:22]=1.C[Al](C)C.